Predict the reaction yield, written as a fraction of the theoretical maximum amount of product (1.0 means a 100% yield; for example, 0.34 means a 34% yield). From a dataset of Reaction yield outcomes from USPTO patents with 853,638 reactions. (1) The reactants are [Si]([O:8][CH2:9][C@H:10]1[CH2:12][C@:11]1([CH2:19][CH2:20][NH2:21])[C:13]1[CH:18]=[CH:17][CH:16]=[CH:15][N:14]=1)(C(C)(C)C)(C)C.[F-].C([N+](CCCC)(CCCC)CCCC)CCC. The catalyst is C1COCC1. The product is [NH2:21][CH2:20][CH2:19][C@:11]1([C:13]2[CH:18]=[CH:17][CH:16]=[CH:15][N:14]=2)[CH2:12][C@@H:10]1[CH2:9][OH:8]. The yield is 0.690. (2) The reactants are [CH3:1][O:2][C:3]1[CH:4]=[C:5]([CH2:23][OH:24])[CH:6]=[CH:7][C:8]=1[O:9][CH2:10][C:11]1[N:12]=[C:13]([N:17]2[CH2:22][CH2:21][CH2:20][CH2:19][CH2:18]2)[S:14][C:15]=1[CH3:16].O[C:26]1[C:30]([CH:31]=[O:32])=[CH:29][N:28]([C:33]2[CH:38]=[CH:37][CH:36]=[CH:35][CH:34]=2)[N:27]=1.C(P(CCCC)CCCC)CCC.N(C(N1CCCCC1)=O)=NC(N1CCCCC1)=O. The catalyst is O1CCCC1. The product is [CH3:1][O:2][C:3]1[CH:4]=[C:5]([CH:6]=[CH:7][C:8]=1[O:9][CH2:10][C:11]1[N:12]=[C:13]([N:17]2[CH2:18][CH2:19][CH2:20][CH2:21][CH2:22]2)[S:14][C:15]=1[CH3:16])[CH2:23][O:24][C:26]1[C:30]([CH:31]=[O:32])=[CH:29][N:28]([C:33]2[CH:34]=[CH:35][CH:36]=[CH:37][CH:38]=2)[N:27]=1. The yield is 0.440.